Dataset: Reaction yield outcomes from USPTO patents with 853,638 reactions. Task: Predict the reaction yield, written as a fraction of the theoretical maximum amount of product (1.0 means a 100% yield; for example, 0.34 means a 34% yield). (1) The reactants are Br[C:2]1[CH:3]=[CH:4][C:5]([F:12])=[C:6]([O:8][CH:9]([CH3:11])[CH3:10])[CH:7]=1.[Mg].II.[C:16](OCC)(=[O:22])[C:17]([O:19][CH2:20][CH3:21])=[O:18].[Cl-].[NH4+]. The catalyst is C1COCC1. The product is [F:12][C:5]1[CH:4]=[CH:3][C:2]([C:16](=[O:22])[C:17]([O:19][CH2:20][CH3:21])=[O:18])=[CH:7][C:6]=1[O:8][CH:9]([CH3:11])[CH3:10]. The yield is 0.230. (2) The reactants are [Cl:1][C:2]1[CH:7]=[CH:6][C:5]([C:8]2[C:9]([C:20]3[CH:25]=[CH:24][C:23]([OH:26])=[CH:22][CH:21]=3)=[C:10]([CH2:13][CH2:14][C:15]([O:17]CC)=[O:16])[S:11][CH:12]=2)=[C:4]([O:27][CH3:28])[CH:3]=1.[OH-].[Na+]. The catalyst is CCO.O. The product is [Cl:1][C:2]1[CH:7]=[CH:6][C:5]([C:8]2[C:9]([C:20]3[CH:25]=[CH:24][C:23]([OH:26])=[CH:22][CH:21]=3)=[C:10]([CH2:13][CH2:14][C:15]([OH:17])=[O:16])[S:11][CH:12]=2)=[C:4]([O:27][CH3:28])[CH:3]=1. The yield is 0.620. (3) The reactants are [CH3:1][Si](C[Mg]Cl)(C)C.[Cl:8][C:9]1[CH:25]=[C:24]([Cl:26])[C:23]([O:27]CC2C=CC(OC)=CC=2)=[CH:22][C:10]=1[O:11][C:12]1[N:16]([CH3:17])[N:15]=[C:14]([CH2:18][CH3:19])[C:13]=1[CH:20]=O.S(=O)(=O)(O)O.O. The catalyst is O1CCCC1. The product is [Cl:26][C:24]1[CH:25]=[C:9]([Cl:8])[C:10]([O:11][C:12]2[N:16]([CH3:17])[N:15]=[C:14]([CH2:18][CH3:19])[C:13]=2[CH:20]=[CH2:1])=[CH:22][C:23]=1[OH:27]. The yield is 0.440.